Dataset: Full USPTO retrosynthesis dataset with 1.9M reactions from patents (1976-2016). Task: Predict the reactants needed to synthesize the given product. (1) Given the product [C:1]([O:5][C:6]([N:8]1[CH2:9][CH2:10][CH:11]([C:14](=[O:16])[NH:20][C:19]2[CH:21]=[CH:22][C:23]([F:25])=[CH:24][C:18]=2[Br:17])[CH2:12][CH2:13]1)=[O:7])([CH3:2])([CH3:3])[CH3:4], predict the reactants needed to synthesize it. The reactants are: [C:1]([O:5][C:6]([N:8]1[CH2:13][CH2:12][CH:11]([C:14]([OH:16])=O)[CH2:10][CH2:9]1)=[O:7])([CH3:4])([CH3:3])[CH3:2].[Br:17][C:18]1[CH:24]=[C:23]([F:25])[CH:22]=[CH:21][C:19]=1[NH2:20]. (2) Given the product [C:39]([NH:1][C:2]1[CH:3]=[C:4]([NH:18][C:19]2[N:24]=[C:23]([O:25][CH:26]3[CH2:27][CH2:28][N:29]([C:32]([O:34][C:35]([CH3:38])([CH3:37])[CH3:36])=[O:33])[CH2:30][CH2:31]3)[CH:22]=[CH:21][N:20]=2)[CH:5]=[C:6]([C:8]2[S:12][C:11]([C:13]3([OH:17])[CH2:16][CH2:15][CH2:14]3)=[N:10][CH:9]=2)[CH:7]=1)(=[O:41])[CH3:40], predict the reactants needed to synthesize it. The reactants are: [NH2:1][C:2]1[CH:3]=[C:4]([NH:18][C:19]2[N:24]=[C:23]([O:25][CH:26]3[CH2:31][CH2:30][N:29]([C:32]([O:34][C:35]([CH3:38])([CH3:37])[CH3:36])=[O:33])[CH2:28][CH2:27]3)[CH:22]=[CH:21][N:20]=2)[CH:5]=[C:6]([C:8]2[S:12][C:11]([C:13]3([OH:17])[CH2:16][CH2:15][CH2:14]3)=[N:10][CH:9]=2)[CH:7]=1.[C:39](Cl)(=[O:41])[CH3:40].C(N(CC)CC)C. (3) Given the product [Cl:8][C:5]1[N:6]=[CH:7][C:2]([CH:26]([C:27]([O:29][CH2:30][CH3:31])=[O:28])[C:25]([O:33][CH2:34][CH3:35])=[O:32])=[CH:3][C:4]=1[CH3:9], predict the reactants needed to synthesize it. The reactants are: Br[C:2]1[CH:3]=[C:4]([CH3:9])[C:5]([Cl:8])=[N:6][CH:7]=1.C([O-])([O-])=O.[Cs+].[Cs+].N1C=CC=CC=1C(O)=O.[C:25]([O:33][CH2:34][CH3:35])(=[O:32])[CH2:26][C:27]([O:29][CH2:30][CH3:31])=[O:28]. (4) Given the product [I:22][C:10]1[O:11][C:7]([C:4]2[CH:5]=[CH:6][N:1]=[CH:2][CH:3]=2)=[CH:8][N:9]=1, predict the reactants needed to synthesize it. The reactants are: [N:1]1[CH:6]=[CH:5][C:4]([C:7]2[O:11][CH:10]=[N:9][CH:8]=2)=[CH:3][CH:2]=1.C[Si]([N-][Si](C)(C)C)(C)C.[Li+].[I:22]CCI. (5) Given the product [Cl:1][C:2]1[CH:3]=[CH:4][C:5]([OH:25])=[C:6]([CH2:8][N:9]2[N:13]=[C:12]([C:14]([NH:16][C:17]3[C:22]([F:23])=[CH:21][CH:20]=[CH:19][C:18]=3[F:24])=[O:15])[CH:11]=[N:10]2)[CH:7]=1, predict the reactants needed to synthesize it. The reactants are: [Cl:1][C:2]1[CH:3]=[CH:4][C:5]([O:25]CC2C=CC=CC=2)=[C:6]([CH2:8][N:9]2[N:13]=[C:12]([C:14]([NH:16][C:17]3[C:22]([F:23])=[CH:21][CH:20]=[CH:19][C:18]=3[F:24])=[O:15])[CH:11]=[N:10]2)[CH:7]=1. (6) Given the product [NH2:10][C:3]1[CH:4]=[C:5]([CH2:6][OH:7])[CH:8]=[CH:9][C:2]=1[F:1], predict the reactants needed to synthesize it. The reactants are: [F:1][C:2]1[CH:9]=[CH:8][C:5]([CH2:6][OH:7])=[CH:4][C:3]=1[N+:10]([O-])=O.C(O)(C)C.[Cl-].[NH4+]. (7) Given the product [Br:3][CH2:16][C:10]1[CH:9]=[CH:8][C:7]2[C:12](=[CH:13][CH:14]=[C:5]([Cl:4])[CH:6]=2)[CH:11]=1, predict the reactants needed to synthesize it. The reactants are: C[Mg+].[Br-:3].[Cl:4][C:5]1[CH:6]=[C:7]2[C:12](=[CH:13][CH:14]=1)[CH2:11][C:10](=O)[CH2:9][CH2:8]2.[CH2:16](Cl)Cl.